This data is from CYP1A2 inhibition data for predicting drug metabolism from PubChem BioAssay. The task is: Regression/Classification. Given a drug SMILES string, predict its absorption, distribution, metabolism, or excretion properties. Task type varies by dataset: regression for continuous measurements (e.g., permeability, clearance, half-life) or binary classification for categorical outcomes (e.g., BBB penetration, CYP inhibition). Dataset: cyp1a2_veith. (1) The compound is COc1ccc(Oc2c(Cl)cnn(-c3ccccc3)c2=O)cc1. The result is 1 (inhibitor). (2) The compound is c1ccc(NCCSc2nc3ccccc3s2)cc1. The result is 1 (inhibitor). (3) The molecule is CCC(=O)Nc1ccc(C(=O)CSc2nnc(-c3ccc(O)cc3)n2CC2CCCO2)cc1OC. The result is 0 (non-inhibitor).